Dataset: hERG Central: cardiac toxicity at 1µM, 10µM, and general inhibition. Task: Predict hERG channel inhibition at various concentrations. (1) The drug is CC1CCN(CC(O)Cn2c3ccccc3c3ccccc32)CC1. Results: hERG_inhib (hERG inhibition (general)): blocker. (2) Results: hERG_inhib (hERG inhibition (general)): blocker. The drug is COc1cc2nc(N(CCCN(C)C)C(=O)c3ccc(C(=O)c4ccccc4)cc3)sc2cc1OC.Cl. (3) The molecule is Cc1nc(Cc2nnc(SCC(=O)N3CCN(c4ccc(F)cc4)CC3)o2)cs1. Results: hERG_inhib (hERG inhibition (general)): blocker. (4) The molecule is Cn1c(N2CCCC2)nc2c1c(=O)n(Cc1ccc(Cl)cc1)c(=O)n2C. Results: hERG_inhib (hERG inhibition (general)): blocker.